From a dataset of NCI-60 drug combinations with 297,098 pairs across 59 cell lines. Regression. Given two drug SMILES strings and cell line genomic features, predict the synergy score measuring deviation from expected non-interaction effect. (1) Drug 1: CC(C1=C(C=CC(=C1Cl)F)Cl)OC2=C(N=CC(=C2)C3=CN(N=C3)C4CCNCC4)N. Drug 2: C#CCC(CC1=CN=C2C(=N1)C(=NC(=N2)N)N)C3=CC=C(C=C3)C(=O)NC(CCC(=O)O)C(=O)O. Cell line: NCI-H522. Synergy scores: CSS=7.29, Synergy_ZIP=-0.943, Synergy_Bliss=3.04, Synergy_Loewe=1.67, Synergy_HSA=1.95. (2) Drug 2: CCCS(=O)(=O)NC1=C(C(=C(C=C1)F)C(=O)C2=CNC3=C2C=C(C=N3)C4=CC=C(C=C4)Cl)F. Synergy scores: CSS=13.2, Synergy_ZIP=0.680, Synergy_Bliss=9.13, Synergy_Loewe=10.2, Synergy_HSA=8.62. Drug 1: C1CC(=O)NC(=O)C1N2CC3=C(C2=O)C=CC=C3N. Cell line: HOP-62. (3) Drug 1: C1=CN(C(=O)N=C1N)C2C(C(C(O2)CO)O)O.Cl. Drug 2: C1CCC(C(C1)N)N.C(=O)(C(=O)[O-])[O-].[Pt+4]. Cell line: ACHN. Synergy scores: CSS=47.1, Synergy_ZIP=-3.37, Synergy_Bliss=-0.834, Synergy_Loewe=-7.50, Synergy_HSA=2.40. (4) Drug 1: CC1OCC2C(O1)C(C(C(O2)OC3C4COC(=O)C4C(C5=CC6=C(C=C35)OCO6)C7=CC(=C(C(=C7)OC)O)OC)O)O. Drug 2: C(CN)CNCCSP(=O)(O)O. Cell line: SK-MEL-5. Synergy scores: CSS=14.1, Synergy_ZIP=-8.11, Synergy_Bliss=0.0143, Synergy_Loewe=-25.6, Synergy_HSA=-1.73. (5) Drug 2: CC12CCC3C(C1CCC2O)C(CC4=C3C=CC(=C4)O)CCCCCCCCCS(=O)CCCC(C(F)(F)F)(F)F. Drug 1: CC1CCC2CC(C(=CC=CC=CC(CC(C(=O)C(C(C(=CC(C(=O)CC(OC(=O)C3CCCCN3C(=O)C(=O)C1(O2)O)C(C)CC4CCC(C(C4)OC)OCCO)C)C)O)OC)C)C)C)OC. Cell line: SF-295. Synergy scores: CSS=29.9, Synergy_ZIP=30.6, Synergy_Bliss=30.6, Synergy_Loewe=31.1, Synergy_HSA=31.2. (6) Drug 1: C1=NC2=C(N1)C(=S)N=C(N2)N. Drug 2: CCCCC(=O)OCC(=O)C1(CC(C2=C(C1)C(=C3C(=C2O)C(=O)C4=C(C3=O)C=CC=C4OC)O)OC5CC(C(C(O5)C)O)NC(=O)C(F)(F)F)O. Cell line: M14. Synergy scores: CSS=34.1, Synergy_ZIP=-6.79, Synergy_Bliss=-8.97, Synergy_Loewe=-7.30, Synergy_HSA=-7.44. (7) Drug 1: CCCCC(=O)OCC(=O)C1(CC(C2=C(C1)C(=C3C(=C2O)C(=O)C4=C(C3=O)C=CC=C4OC)O)OC5CC(C(C(O5)C)O)NC(=O)C(F)(F)F)O. Drug 2: CC1CCC2CC(C(=CC=CC=CC(CC(C(=O)C(C(C(=CC(C(=O)CC(OC(=O)C3CCCCN3C(=O)C(=O)C1(O2)O)C(C)CC4CCC(C(C4)OC)O)C)C)O)OC)C)C)C)OC. Cell line: MDA-MB-435. Synergy scores: CSS=37.1, Synergy_ZIP=1.57, Synergy_Bliss=1.74, Synergy_Loewe=-4.67, Synergy_HSA=0.753. (8) Drug 1: C1=NC(=NC(=O)N1C2C(C(C(O2)CO)O)O)N. Drug 2: C1CN(CCN1C(=O)CCBr)C(=O)CCBr. Cell line: SK-MEL-5. Synergy scores: CSS=36.6, Synergy_ZIP=-6.64, Synergy_Bliss=2.03, Synergy_Loewe=5.22, Synergy_HSA=5.46. (9) Drug 1: CC1C(C(CC(O1)OC2CC(CC3=C2C(=C4C(=C3O)C(=O)C5=C(C4=O)C(=CC=C5)OC)O)(C(=O)C)O)N)O.Cl. Synergy scores: CSS=7.44, Synergy_ZIP=4.35, Synergy_Bliss=9.90, Synergy_Loewe=-10.5, Synergy_HSA=2.53. Cell line: MDA-MB-435. Drug 2: CN1C(=O)N2C=NC(=C2N=N1)C(=O)N.